Task: Predict the reaction yield, written as a fraction of the theoretical maximum amount of product (1.0 means a 100% yield; for example, 0.34 means a 34% yield).. Dataset: Reaction yield outcomes from USPTO patents with 853,638 reactions (1) The reactants are [CH2:1]([O:3][C:4](=[O:23])[C:5]1[CH:10]=[CH:9][C:8]([CH:11]([C:20]([OH:22])=O)[CH2:12][C:13]2[CH:18]=[CH:17][C:16]([F:19])=[CH:15][CH:14]=2)=[CH:7][CH:6]=1)[CH3:2].[NH2:24][C:25]1[O:26][C:27]2[CH:33]=[CH:32][CH:31]=[CH:30][C:28]=2[N:29]=1.CCN=C=NCCCN(C)C.Cl. The catalyst is C(Cl)Cl.CN(C1C=CN=CC=1)C. The product is [CH2:1]([O:3][C:4](=[O:23])[C:5]1[CH:10]=[CH:9][C:8]([CH:11]([C:20](=[O:22])[NH:24][C:25]2[O:26][C:27]3[CH:33]=[CH:32][CH:31]=[CH:30][C:28]=3[N:29]=2)[CH2:12][C:13]2[CH:14]=[CH:15][C:16]([F:19])=[CH:17][CH:18]=2)=[CH:7][CH:6]=1)[CH3:2]. The yield is 0.820. (2) The reactants are [Cl:1][C:2]1[C:3]([O:21][CH3:22])=[CH:4][CH:5]=[C:6]2[C:11]=1[N:10]=[C:9]([C:12]1[S:13][CH:14]=[C:15]([CH:17]([CH3:19])[CH3:18])[N:16]=1)[CH:8]=[C:7]2O.O=P(Cl)(Cl)[Cl:25]. No catalyst specified. The product is [Cl:25][C:7]1[C:6]2[C:11](=[C:2]([Cl:1])[C:3]([O:21][CH3:22])=[CH:4][CH:5]=2)[N:10]=[C:9]([C:12]2[S:13][CH:14]=[C:15]([CH:17]([CH3:19])[CH3:18])[N:16]=2)[CH:8]=1. The yield is 0.970. (3) The reactants are [CH:1]([N:4]1[C:8]([C:9]2[S:10][C:11]3[CH2:12][CH2:13][O:14][C:15]4[CH:22]=[CH:21][C:20]([CH:23]=[O:24])=[CH:19][C:16]=4[C:17]=3[N:18]=2)=[N:7][CH:6]=[N:5]1)([CH3:3])[CH3:2].[F:25][C:26]([Si](C)(C)C)([F:28])[F:27].CCCC[N+](CCCC)(CCCC)CCCC.[F-]. The catalyst is C1COCC1. The product is [F:25][C:26]([F:28])([F:27])[CH:23]([C:20]1[CH:21]=[CH:22][C:15]2[O:14][CH2:13][CH2:12][C:11]3[S:10][C:9]([C:8]4[N:4]([CH:1]([CH3:3])[CH3:2])[N:5]=[CH:6][N:7]=4)=[N:18][C:17]=3[C:16]=2[CH:19]=1)[OH:24]. The yield is 0.0600. (4) The reactants are [C:1]([O:5][C:6]([N:8]([C@H:16]1[CH2:24][O:23][CH2:22][C@H:21]([CH2:25][C:26]2[C:35]3[C:30](=[CH:31][CH:32]=[CH:33][CH:34]=3)[CH:29]=[CH:28][CH:27]=2)[C@@H:20]([OH:36])[C@H:19]([CH3:37])[O:18][C:17]1=[O:38])[C:9](=[O:15])[O:10][C:11]([CH3:14])([CH3:13])[CH3:12])=[O:7])([CH3:4])([CH3:3])[CH3:2].C(O)(=O)C.C(O)(=O)C.[C:47]1([CH3:68])[CH:52]=[CH:51][CH:50]=[CH:49][C:48]=1[Bi]([C:48]1[CH:49]=[CH:50][CH:51]=[CH:52][C:47]=1[CH3:68])[C:48]1[CH:49]=[CH:50][CH:51]=[CH:52][C:47]=1[CH3:68].C1(N(C)C2CCCCC2)CCCCC1. The catalyst is C(O[Cu]OC(=O)C)(=O)C. The product is [C:11]([O:10][C:9]([N:8]([C@H:16]1[CH2:24][O:23][CH2:22][C@H:21]([CH2:25][C:26]2[C:35]3[C:30](=[CH:31][CH:32]=[CH:33][CH:34]=3)[CH:29]=[CH:28][CH:27]=2)[C@@H:20]([O:36][C:50]2[CH:51]=[CH:52][C:47]([CH3:68])=[CH:48][CH:49]=2)[C@H:19]([CH3:37])[O:18][C:17]1=[O:38])[C:6](=[O:7])[O:5][C:1]([CH3:2])([CH3:3])[CH3:4])=[O:15])([CH3:13])([CH3:14])[CH3:12]. The yield is 0.260. (5) The reactants are [Br:1][C:2]1[CH:3]=[C:4]2[C:8](=[CH:9][CH:10]=1)[NH:7][CH:6]=[CH:5]2.[BH3-]C#N.[Na+]. The catalyst is C(O)(=O)C.O. The product is [Br:1][C:2]1[CH:3]=[C:4]2[C:8](=[CH:9][CH:10]=1)[NH:7][CH2:6][CH2:5]2. The yield is 0.710. (6) The reactants are [F:1][C:2]1[CH:24]=[C:23]([F:25])[CH:22]=[C:21]([F:26])[C:3]=1[C:4]([NH:6][C:7]1[CH:12]=[CH:11][CH:10]=[C:9]([C:13]([CH:15]2[CH2:20][CH2:19][NH:18][CH2:17][CH2:16]2)=[O:14])[N:8]=1)=[O:5].[CH:27]1([CH:30]=O)[CH2:29][CH2:28]1.C(O)(=O)C.[Na].C(O[BH-](OC(=O)C)OC(=O)C)(=O)C.[Cl:50]CCl. The catalyst is CO. The product is [ClH:50].[ClH:50].[F:26][C:21]1[CH:22]=[C:23]([F:25])[CH:24]=[C:2]([F:1])[C:3]=1[C:4]([NH:6][C:7]1[CH:12]=[CH:11][CH:10]=[C:9]([C:13]([CH:15]2[CH2:16][CH2:17][N:18]([CH2:30][CH:27]3[CH2:29][CH2:28]3)[CH2:19][CH2:20]2)=[O:14])[N:8]=1)=[O:5]. The yield is 0.770. (7) The reactants are I[C:2]1[C:7]([O:8][C:9]2[C:18]3[C:13](=[CH:14][C:15]([O:21][CH3:22])=[C:16]([O:19][CH3:20])[CH:17]=3)[N:12]=[CH:11][CH:10]=2)=[CH:6][CH:5]=[C:4]([CH3:23])[N:3]=1.[C:24]1(/[CH:30]=[CH:31]/B(O)O)[CH:29]=[CH:28][CH:27]=[CH:26][CH:25]=1.C(=O)([O-])O.[Na+]. The catalyst is C1(C)C=CC=CC=1. The product is [CH3:20][O:19][C:16]1[CH:17]=[C:18]2[C:13](=[CH:14][C:15]=1[O:21][CH3:22])[N:12]=[CH:11][CH:10]=[C:9]2[O:8][C:7]1[C:2]([CH:31]=[CH:30][C:24]2[CH:29]=[CH:28][CH:27]=[CH:26][CH:25]=2)=[N:3][C:4]([CH3:23])=[CH:5][CH:6]=1. The yield is 0.670. (8) The reactants are [CH2:1]([O:3][C:4]([C:6]1([NH:11][C:12]([CH:14]2[NH:18][CH2:17][CH:16]([O:19][C:20](=[O:30])[C:21]3[CH:26]=[CH:25][C:24]([N+:27]([O-:29])=[O:28])=[CH:23][CH:22]=3)[CH2:15]2)=[O:13])[CH2:8][CH:7]1[CH:9]=[CH2:10])=[O:5])[CH3:2].[C:31]([O-:34])(O)=O.[Na+].C(Cl)(Cl)=O.C1(C)C=CC=CC=1.[CH2:47]([NH:54][CH2:55][C:56]1[CH:61]=[CH:60][C:59]([O:62][CH3:63])=[CH:58][CH:57]=1)[CH2:48][CH2:49][CH2:50][CH:51]=[CH:52][CH3:53]. The catalyst is C1COCC1. The product is [CH2:1]([O:3][C:4]([C:6]1([NH:11][C:12]([CH:14]2[N:18]([C:31](=[O:34])[N:54]([CH2:47][CH2:48][CH2:49][CH2:50][CH2:51][CH:52]=[CH2:53])[CH2:55][C:56]3[CH:61]=[CH:60][C:59]([O:62][CH3:63])=[CH:58][CH:57]=3)[CH2:17][CH:16]([O:19][C:20](=[O:30])[C:21]3[CH:22]=[CH:23][C:24]([N+:27]([O-:29])=[O:28])=[CH:25][CH:26]=3)[CH2:15]2)=[O:13])[CH2:8][CH:7]1[CH:9]=[CH2:10])=[O:5])[CH3:2]. The yield is 0.900.